The task is: Regression. Given two drug SMILES strings and cell line genomic features, predict the synergy score measuring deviation from expected non-interaction effect.. This data is from NCI-60 drug combinations with 297,098 pairs across 59 cell lines. Drug 1: C1=NC(=NC(=O)N1C2C(C(C(O2)CO)O)O)N. Drug 2: CC12CCC3C(C1CCC2OP(=O)(O)O)CCC4=C3C=CC(=C4)OC(=O)N(CCCl)CCCl.[Na+]. Cell line: U251. Synergy scores: CSS=41.2, Synergy_ZIP=0.414, Synergy_Bliss=2.05, Synergy_Loewe=-37.3, Synergy_HSA=3.13.